This data is from Full USPTO retrosynthesis dataset with 1.9M reactions from patents (1976-2016). The task is: Predict the reactants needed to synthesize the given product. (1) Given the product [CH2:1]([O:8][C:9]([N:11]1[CH2:15][C@H:14]([O:16][C:17]([CH3:18])([CH3:19])[CH3:20])[CH2:13][C@H:12]1[CH2:21][NH:22][C:28]([O:27][C:24]([CH3:26])([CH3:25])[CH3:23])=[O:29])=[O:10])[C:2]1[CH:7]=[CH:6][CH:5]=[CH:4][CH:3]=1, predict the reactants needed to synthesize it. The reactants are: [CH2:1]([O:8][C:9]([N:11]1[CH2:15][C@H:14]([O:16][C:17]([CH3:20])([CH3:19])[CH3:18])[CH2:13][C@H:12]1[CH2:21][NH2:22])=[O:10])[C:2]1[CH:7]=[CH:6][CH:5]=[CH:4][CH:3]=1.[CH3:23][C:24]([O:27][C:28](O[C:28]([O:27][C:24]([CH3:26])([CH3:25])[CH3:23])=[O:29])=[O:29])([CH3:26])[CH3:25]. (2) The reactants are: C1C=CC2N(O)N=NC=2C=1.Cl.Cl.[CH:13]1([CH2:16][N:17]2[CH2:23][CH2:22][CH2:21][NH:20][CH2:19][CH2:18]2)[CH2:15][CH2:14]1.[C:24]([O:28][C:29]([N:31]1[CH2:35][CH2:34][C@H:33]([C:36](O)=[O:37])[CH2:32]1)=[O:30])([CH3:27])([CH3:26])[CH3:25].C(N(C(C)C)CC)(C)C. Given the product [CH:13]1([CH2:16][N:17]2[CH2:23][CH2:22][CH2:21][N:20]([C:36]([C@H:33]3[CH2:34][CH2:35][N:31]([C:29]([O:28][C:24]([CH3:27])([CH3:26])[CH3:25])=[O:30])[CH2:32]3)=[O:37])[CH2:19][CH2:18]2)[CH2:14][CH2:15]1, predict the reactants needed to synthesize it. (3) Given the product [Cl:24][C:20]1[CH:19]=[C:18]([C:13]2[C:12]([CH2:11][O:10][C:7]3[CH:8]=[CH:9][C:4]([C:3]([OH:25])=[O:2])=[CH:5][N:6]=3)=[C:16]([CH3:17])[O:15][N:14]=2)[CH:23]=[CH:22][CH:21]=1, predict the reactants needed to synthesize it. The reactants are: C[O:2][C:3](=[O:25])[C:4]1[CH:9]=[CH:8][C:7]([O:10][CH2:11][C:12]2[C:13]([C:18]3[CH:23]=[CH:22][CH:21]=[C:20]([Cl:24])[CH:19]=3)=[N:14][O:15][C:16]=2[CH3:17])=[N:6][CH:5]=1.COC(=O)C1C=CC(OCC2C(C3C=CC=C(F)C=3)=NOC=2C)=NC=1.